Task: Regression. Given a peptide amino acid sequence and an MHC pseudo amino acid sequence, predict their binding affinity value. This is MHC class I binding data.. Dataset: Peptide-MHC class I binding affinity with 185,985 pairs from IEDB/IMGT (1) The peptide sequence is CCFHCQVC. The MHC is HLA-B53:01 with pseudo-sequence HLA-B53:01. The binding affinity (normalized) is 0. (2) The peptide sequence is QRRQRKRR. The MHC is Mamu-B08 with pseudo-sequence Mamu-B08. The binding affinity (normalized) is 0.224. (3) The peptide sequence is AQTVEDEARR. The MHC is HLA-B44:03 with pseudo-sequence HLA-B44:03. The binding affinity (normalized) is 0. (4) The peptide sequence is TLFIGSHVV. The MHC is HLA-B18:01 with pseudo-sequence HLA-B18:01. The binding affinity (normalized) is 0.185. (5) The peptide sequence is ALLDPSQGM. The MHC is HLA-A02:01 with pseudo-sequence HLA-A02:01. The binding affinity (normalized) is 0.297. (6) The peptide sequence is MEFEPFQSL. The MHC is HLA-B18:01 with pseudo-sequence HLA-B18:01. The binding affinity (normalized) is 1.00. (7) The peptide sequence is YFFVKWIGK. The MHC is HLA-B08:01 with pseudo-sequence HLA-B08:01. The binding affinity (normalized) is 0.0847.